This data is from Peptide-MHC class II binding affinity with 134,281 pairs from IEDB. The task is: Regression. Given a peptide amino acid sequence and an MHC pseudo amino acid sequence, predict their binding affinity value. This is MHC class II binding data. (1) The binding affinity (normalized) is 0. The peptide sequence is TEAPAAPAEGEKPAE. The MHC is DRB1_0405 with pseudo-sequence DRB1_0405. (2) The peptide sequence is EGSSIGKLFTQTMKG. The MHC is DRB1_0301 with pseudo-sequence DRB1_0301. The binding affinity (normalized) is 0.245.